This data is from Forward reaction prediction with 1.9M reactions from USPTO patents (1976-2016). The task is: Predict the product of the given reaction. Given the reactants [CH2:1]([C:3]1[C:11]2[C:6]3=[C:7]([NH:16][S:17](=[O:20])(=[O:19])[CH2:18][N:5]3[CH:4]=1)[CH:8]=[C:9]([C:12]([O:14][CH3:15])=[O:13])[CH:10]=2)[CH3:2].[H-].[Na+].I[CH3:24], predict the reaction product. The product is: [CH2:1]([C:3]1[C:11]2[C:6]3=[C:7]([N:16]([CH3:24])[S:17](=[O:20])(=[O:19])[CH2:18][N:5]3[CH:4]=1)[CH:8]=[C:9]([C:12]([O:14][CH3:15])=[O:13])[CH:10]=2)[CH3:2].